This data is from Peptide-MHC class I binding affinity with 185,985 pairs from IEDB/IMGT. The task is: Regression. Given a peptide amino acid sequence and an MHC pseudo amino acid sequence, predict their binding affinity value. This is MHC class I binding data. (1) The peptide sequence is GPFGMSRIL. The MHC is HLA-B15:01 with pseudo-sequence HLA-B15:01. The binding affinity (normalized) is 0.146. (2) The peptide sequence is YNISRKIVY. The binding affinity (normalized) is 0.263. The MHC is HLA-A26:01 with pseudo-sequence HLA-A26:01. (3) The peptide sequence is MTRGLLGSY. The MHC is HLA-A80:01 with pseudo-sequence HLA-A80:01. The binding affinity (normalized) is 0.523. (4) The peptide sequence is KCPALACTGKT. The MHC is Mamu-A01 with pseudo-sequence Mamu-A01. The binding affinity (normalized) is 0. (5) The peptide sequence is HLKNSAENK. The MHC is HLA-A30:01 with pseudo-sequence HLA-A30:01. The binding affinity (normalized) is 0.375. (6) The peptide sequence is YIDNTTSWY. The MHC is HLA-B07:02 with pseudo-sequence HLA-B07:02. The binding affinity (normalized) is 0.0847. (7) The peptide sequence is IYQEPFKNLK. The MHC is HLA-A01:01 with pseudo-sequence HLA-A01:01. The binding affinity (normalized) is 0. (8) The peptide sequence is FAMTVPLLI. The MHC is HLA-B15:01 with pseudo-sequence HLA-B15:01. The binding affinity (normalized) is 0.0847.